Predict the reactants needed to synthesize the given product. From a dataset of Full USPTO retrosynthesis dataset with 1.9M reactions from patents (1976-2016). (1) Given the product [Br:1][C:2]1[CH:3]=[CH:4][C:5]2[C:11](=[O:12])/[C:10](=[N:20]/[OH:19])/[CH2:9][CH2:8][CH2:7][C:6]=2[CH:13]=1, predict the reactants needed to synthesize it. The reactants are: [Br:1][C:2]1[CH:3]=[CH:4][C:5]2[C:11](=[O:12])[CH2:10][CH2:9][CH2:8][CH2:7][C:6]=2[CH:13]=1.C([O:19][N:20]=O)CC(C)C. (2) Given the product [ClH:1].[ClH:22].[Cl:1][C:2]1[C:6]([NH:7][CH3:8])=[CH:5][N:4]([C:16]2[CH:17]=[N:18][CH:19]=[CH:20][CH:21]=2)[N:3]=1, predict the reactants needed to synthesize it. The reactants are: [Cl:1][C:2]1[C:6]([N:7](C)[C:8](=O)OC(C)(C)C)=[CH:5][N:4]([C:16]2[CH:17]=[N:18][CH:19]=[CH:20][CH:21]=2)[N:3]=1.[ClH:22]. (3) Given the product [C:28]([C:25]1[CH:26]=[CH:27][C:22]([CH2:21][N:7]([CH2:8][CH2:9][C:10]2[CH:15]=[C:14]([C:16]([F:18])([F:19])[F:17])[CH:13]=[C:12]([F:20])[CH:11]=2)[C:5](=[O:6])[C:4]2[CH:3]=[C:2]([CH2:36][CH2:37][CH3:38])[CH:34]=[C:33]([Cl:35])[CH:32]=2)=[CH:23][CH:24]=1)([CH3:31])([CH3:29])[CH3:30], predict the reactants needed to synthesize it. The reactants are: Br[C:2]1[CH:3]=[C:4]([CH:32]=[C:33]([Cl:35])[CH:34]=1)[C:5]([N:7]([CH2:21][C:22]1[CH:27]=[CH:26][C:25]([C:28]([CH3:31])([CH3:30])[CH3:29])=[CH:24][CH:23]=1)[CH2:8][CH2:9][C:10]1[CH:15]=[C:14]([C:16]([F:19])([F:18])[F:17])[CH:13]=[C:12]([F:20])[CH:11]=1)=[O:6].[CH2:36](B(O)O)[CH2:37][CH3:38]. (4) Given the product [Cl:33][C:29]1[CH:28]=[C:27]([C:10]2[O:11][C:12]([C@@H:13]3[CH2:18][CH2:17][CH2:16][CH2:15][C@H:14]3[C:19]([NH:21][C:22]3([C:25]#[N:26])[CH2:24][CH2:23]3)=[O:20])=[C:8]([C:5]3[CH:6]=[CH:7][C:2]([N:35]4[CH2:40][CH2:39][S:38](=[O:42])(=[O:41])[CH2:37][CH2:36]4)=[CH:3][CH:4]=3)[N:9]=2)[CH:32]=[CH:31][CH:30]=1, predict the reactants needed to synthesize it. The reactants are: Br[C:2]1[CH:7]=[CH:6][C:5]([C:8]2[N:9]=[C:10]([C:27]3[CH:32]=[CH:31][CH:30]=[C:29]([Cl:33])[CH:28]=3)[O:11][C:12]=2[C@@H:13]2[CH2:18][CH2:17][CH2:16][CH2:15][C@H:14]2[C:19]([NH:21][C:22]2([C:25]#[N:26])[CH2:24][CH2:23]2)=[O:20])=[CH:4][CH:3]=1.Cl.[NH:35]1[CH2:40][CH2:39][S:38](=[O:42])(=[O:41])[CH2:37][CH2:36]1.P([O-])([O-])([O-])=O.[K+].[K+].[K+]. (5) Given the product [Cl:33][C:12]1[C:13]2[CH:19]([CH2:20][CH3:21])[O:18][C:17](=[C:22]3[C:30]4[C:25](=[CH:26][CH:27]=[C:28]([F:31])[CH:29]=4)[NH:24][C:23]3=[O:32])[C:14]=2[CH:15]=[N:16][C:11]=1[NH:9][CH2:8][CH2:7][N:1]1[CH2:6][CH2:5][O:4][CH2:3][CH2:2]1, predict the reactants needed to synthesize it. The reactants are: [N:1]1([CH2:7][CH2:8][NH2:9])[CH2:6][CH2:5][O:4][CH2:3][CH2:2]1.Cl[C:11]1[N:16]=[CH:15][C:14]2[C:17](=[C:22]3[C:30]4[C:25](=[CH:26][CH:27]=[C:28]([F:31])[CH:29]=4)[NH:24][C:23]3=[O:32])[O:18][CH:19]([CH2:20][CH3:21])[C:13]=2[C:12]=1[Cl:33].O. (6) Given the product [Br-:11].[OH:14][CH2:12][CH2:13][N+:6]1[C:5]2[CH:7]=[CH:8][CH:9]=[CH:10][C:4]=2[S:3][C:2]=1[CH3:1], predict the reactants needed to synthesize it. The reactants are: [CH3:1][C:2]1[S:3][C:4]2[CH:10]=[CH:9][CH:8]=[CH:7][C:5]=2[N:6]=1.[Br:11][CH:12]([OH:14])[CH3:13]. (7) Given the product [NH2:7][C:6]1[N:8]=[CH:24][C:23]2[C:22](=[CH:21][CH:20]=[C:19]([Br:18])[CH:26]=2)[N:5]=1, predict the reactants needed to synthesize it. The reactants are: C(=O)(O)O.[NH2:5][C:6]([NH2:8])=[NH:7].C(N(C(C)C)CC)(C)C.[Br:18][C:19]1[CH:20]=[CH:21][C:22](F)=[C:23]([CH:26]=1)[CH:24]=O. (8) The reactants are: [NH2:1][C:2]1[CH:3]=[CH:4][N:5]([CH3:27])[C:6]2[C:7]=1[CH:8]=[CH:9][C:10]1[N:19]([C:20]3[CH:25]=[CH:24][C:23]([F:26])=[CH:22][CH:21]=3)[CH2:18][CH:17]=[C:12]3[NH:13][C:14](=[O:16])[C:15]=2[C:11]=13.C(O)(=O)C.C([BH3-])#N.[Na+].[CH3:36][C:37]1[N:42]=[C:41]([CH:43]=O)[CH:40]=[CH:39][CH:38]=1. Given the product [F:26][C:23]1[CH:22]=[CH:21][C:20]([N:19]2[C:10]3=[C:11]4[C:15](=[C:6]5[N:5]([CH3:27])[CH:4]=[CH:3][C:2]([NH:1][CH2:43][C:41]6[CH:40]=[CH:39][CH:38]=[C:37]([CH3:36])[N:42]=6)=[C:7]5[CH:8]=[CH:9]3)[C:14](=[O:16])[NH:13][C:12]4=[CH:17][CH2:18]2)=[CH:25][CH:24]=1, predict the reactants needed to synthesize it.